Predict the reaction yield, written as a fraction of the theoretical maximum amount of product (1.0 means a 100% yield; for example, 0.34 means a 34% yield). From a dataset of Reaction yield outcomes from USPTO patents with 853,638 reactions. (1) The reactants are Cl[CH2:2][CH2:3][CH2:4][N:5]1[C:9]2[CH:10]=[CH:11][C:12]([N+:14]([O-:16])=[O:15])=[CH:13][C:8]=2[O:7][C:6]1=[O:17].[O-:18][CH2:19][CH3:20].[K+].CCOCC.O. The catalyst is CN1CCCC1=O. The product is [CH2:19]([O:18][C:6]([N:5]1[C:9]2[CH:10]=[CH:11][C:12]([N+:14]([O-:16])=[O:15])=[CH:13][C:8]=2[O:7][CH2:2][CH2:3][CH2:4]1)=[O:17])[CH3:20]. The yield is 0.500. (2) The reactants are Br[C:2]1[C:3]2[S:9][CH:8]=[C:7](Br)[C:4]=2[S:5][CH:6]=1.[CH3:11][O:12][C:13](=[O:46])[NH:14][C@H:15]([C:19]([N:21]1[CH2:25][CH2:24][CH2:23][C@H:22]1[C:26]1[NH:27][C:28]([C:31]2[CH:36]=[CH:35][C:34](B3OC(C)(C)C(C)(C)O3)=[CH:33][CH:32]=2)=[CH:29][N:30]=1)=[O:20])[CH:16]([CH3:18])[CH3:17]. No catalyst specified. The product is [CH3:11][O:12][C:13](=[O:46])[NH:14][C@H:15]([C:19]([N:21]1[CH2:25][CH2:24][CH2:23][C@H:22]1[C:26]1[NH:27][C:28]([C:31]2[CH:32]=[CH:33][C:34]([C:2]3[C:3]4[S:9][CH:8]=[C:7]([C:34]5[CH:35]=[CH:36][C:31]([C:28]6[NH:27][C:26]([C@@H:22]7[CH2:23][CH2:24][CH2:25][N:21]7[C:19](=[O:20])[C@@H:15]([NH:14][C:13]([O:12][CH3:11])=[O:46])[CH:16]([CH3:17])[CH3:18])=[N:30][CH:29]=6)=[CH:32][CH:33]=5)[C:4]=4[S:5][CH:6]=3)=[CH:35][CH:36]=2)=[CH:29][N:30]=1)=[O:20])[CH:16]([CH3:18])[CH3:17]. The yield is 0.280. (3) The reactants are C(OC(=O)[NH:7][CH2:8][C:9]1([F:36])[CH2:12][N:11]([C:13](=[O:35])/[CH:14]=[CH:15]\[N:16]2[CH:20]=[N:19][C:18]([C:21]3[CH:26]=[C:25]([C:27]([F:30])([F:29])[F:28])[CH:24]=[C:23]([C:31]([F:34])([F:33])[F:32])[CH:22]=3)=[N:17]2)[CH2:10]1)(C)(C)C.C(O)(C(F)(F)F)=O. The catalyst is C(Cl)Cl. The product is [NH2:7][CH2:8][C:9]1([F:36])[CH2:12][N:11]([C:13](=[O:35])/[CH:14]=[CH:15]\[N:16]2[CH:20]=[N:19][C:18]([C:21]3[CH:22]=[C:23]([C:31]([F:32])([F:33])[F:34])[CH:24]=[C:25]([C:27]([F:30])([F:28])[F:29])[CH:26]=3)=[N:17]2)[CH2:10]1. The yield is 0.150. (4) The reactants are [N:1]([C@@H:4]1[CH2:9][O:8][C@H:7]([CH:10]([C:17]2[CH:22]=[CH:21][CH:20]=[CH:19][CH:18]=2)[C:11]2[CH:16]=[CH:15][CH:14]=[CH:13][CH:12]=2)[CH2:6][C@H:5]1[OH:23])=[N+]=[N-]. The yield is 0.970. The product is [NH2:1][C@@H:4]1[CH2:9][O:8][C@H:7]([CH:10]([C:11]2[CH:16]=[CH:15][CH:14]=[CH:13][CH:12]=2)[C:17]2[CH:22]=[CH:21][CH:20]=[CH:19][CH:18]=2)[CH2:6][C@H:5]1[OH:23]. The catalyst is CO.[Pd].